Dataset: Reaction yield outcomes from USPTO patents with 853,638 reactions. Task: Predict the reaction yield, written as a fraction of the theoretical maximum amount of product (1.0 means a 100% yield; for example, 0.34 means a 34% yield). (1) The reactants are [CH3:1][C:2]1[C:6]([CH2:7][N:8]2[CH:12]=[C:11]([N:13]3[C:17](=[O:18])[CH2:16][NH:15][C:14]3=[O:19])[CH:10]=[N:9]2)=[C:5]([CH3:20])[O:4][N:3]=1.Br[CH2:22][CH:23]1[CH2:28][CH2:27][CH2:26][CH2:25][CH2:24]1. No catalyst specified. The product is [CH:23]1([CH2:22][N:15]2[CH2:16][C:17](=[O:18])[N:13]([C:11]3[CH:10]=[N:9][N:8]([CH2:7][C:6]4[C:2]([CH3:1])=[N:3][O:4][C:5]=4[CH3:20])[CH:12]=3)[C:14]2=[O:19])[CH2:28][CH2:27][CH2:26][CH2:25][CH2:24]1. The yield is 0.200. (2) The reactants are [Cl:1][C:2]1[CH:7]=[CH:6][C:5]([C:8]2[S:9][CH:10]=[C:11]([CH2:13][OH:14])[N:12]=2)=[CH:4][CH:3]=1.C1C(=O)N([Br:22])C(=O)C1.O. The catalyst is CN(C=O)C. The product is [Br:22][C:10]1[S:9][C:8]([C:5]2[CH:4]=[CH:3][C:2]([Cl:1])=[CH:7][CH:6]=2)=[N:12][C:11]=1[CH2:13][OH:14]. The yield is 0.900. (3) The reactants are [OH:1][C@H:2]1[CH2:7][CH2:6][N:5](C(OC(C)(C)C)=O)[CH2:4][C@H:3]1[CH2:15][NH:16][C:17]([O:19][CH2:20][C:21]1[CH:26]=[CH:25][CH:24]=[CH:23][CH:22]=1)=[O:18]. The catalyst is C(O)(C(F)(F)F)=O.C(Cl)Cl. The product is [OH:1][C@H:2]1[CH2:7][CH2:6][NH:5][CH2:4][C@H:3]1[CH2:15][NH:16][C:17](=[O:18])[O:19][CH2:20][C:21]1[CH:26]=[CH:25][CH:24]=[CH:23][CH:22]=1. The yield is 0.840.